From a dataset of Forward reaction prediction with 1.9M reactions from USPTO patents (1976-2016). Predict the product of the given reaction. Given the reactants [Br:1][C:2]1[C:3]([O:38][CH3:39])=[C:4]([CH2:12][N:13]([CH3:37])[C:14](=[O:36])[CH:15]([N:23]2[CH2:28][CH2:27][N:26](C(OC(C)(C)C)=O)[CH2:25][CH2:24]2)[C:16]2[CH:21]=[CH:20][C:19]([F:22])=[CH:18][CH:17]=2)[C:5]2[CH2:6][CH2:7][CH2:8][CH2:9][C:10]=2[CH:11]=1.C(O)(C(F)(F)F)=O, predict the reaction product. The product is: [Br:1][C:2]1[C:3]([O:38][CH3:39])=[C:4]([CH2:12][N:13]([CH3:37])[C:14](=[O:36])[CH:15]([C:16]2[CH:17]=[CH:18][C:19]([F:22])=[CH:20][CH:21]=2)[N:23]2[CH2:24][CH2:25][NH:26][CH2:27][CH2:28]2)[C:5]2[CH2:6][CH2:7][CH2:8][CH2:9][C:10]=2[CH:11]=1.